This data is from Forward reaction prediction with 1.9M reactions from USPTO patents (1976-2016). The task is: Predict the product of the given reaction. (1) The product is: [CH3:1][O:2][C:3]([C:5]1([CH2:12][NH:13][C:21]([O:20][C:16]([CH3:19])([CH3:18])[CH3:17])=[O:22])[CH2:7][CH:6]1[CH2:8][CH:9]([CH3:11])[CH3:10])=[O:4]. Given the reactants [CH3:1][O:2][C:3]([C:5]1([C:12]#[N:13])[CH2:7][CH:6]1[CH2:8][CH:9]([CH3:11])[CH3:10])=[O:4].[BH4-].[Na+].[C:16]([O:20][C:21](O[C:21]([O:20][C:16]([CH3:19])([CH3:18])[CH3:17])=[O:22])=[O:22])([CH3:19])([CH3:18])[CH3:17], predict the reaction product. (2) Given the reactants O=[C:2]1[CH2:5][N:4]([C:6]([O:8][C:9]([CH3:12])([CH3:11])[CH3:10])=[O:7])[CH2:3]1.[CH3:13][O:14][C:15]1[CH:20]=[CH:19][C:18]([S:21]([NH:24][NH2:25])(=[O:23])=[O:22])=[CH:17][CH:16]=1, predict the reaction product. The product is: [CH3:13][O:14][C:15]1[CH:16]=[CH:17][C:18]([S:21]([NH:24][N:25]=[C:2]2[CH2:5][N:4]([C:6]([O:8][C:9]([CH3:12])([CH3:11])[CH3:10])=[O:7])[CH2:3]2)(=[O:23])=[O:22])=[CH:19][CH:20]=1. (3) Given the reactants [CH3:1][C:2]([CH3:24])([CH3:23])[C:3]([NH:5][C:6]1[CH:11]=[CH:10][CH:9]=[C:8]([C:12]2[N:20]3[C:15]([CH:16]=[N:17][C:18](SC)=[N:19]3)=[CH:14][CH:13]=2)[CH:7]=1)=[O:4].CSC1N=CC2=CC=C([C:36]3[CH:37]=[C:38]([NH2:42])[CH:39]=[CH:40][CH:41]=3)N2N=1.C(Cl)Cl.[CH2:46]([N:48](CC)CC)[CH3:47].CC(C)(C)C(Cl)=[O:56], predict the reaction product. The product is: [C:46]([NH:48][C:36]1[CH:37]=[C:38]([NH:42][C:18]2[N:17]=[CH:16][C:15]3=[CH:14][CH:13]=[C:12]([C:8]4[CH:7]=[C:6]([NH:5][C:3](=[O:4])[C:2]([CH3:24])([CH3:23])[CH3:1])[CH:11]=[CH:10][CH:9]=4)[N:20]3[N:19]=2)[CH:39]=[CH:40][CH:41]=1)(=[O:56])[CH3:47]. (4) Given the reactants [BH3:1].[CH2:2]([N:4]([CH2:11][CH3:12])[C:5]1[CH:10]=[CH:9][CH:8]=[CH:7][CH:6]=1)[CH3:3].B.[C:14]1([N:20]2[CH2:25][CH2:24][O:23][CH2:22][CH2:21]2)[CH:19]=[CH:18][CH:17]=[CH:16][CH:15]=1.B.[N:27]1[C:32]([CH3:33])=[CH:31][CH:30]=[CH:29][C:28]=1[CH3:34].[NH3:35], predict the reaction product. The product is: [CH3:12][CH2:11][N:4]([C:5]1[CH:6]=[CH:7][CH:8]=[CH:9][CH:10]=1)[CH2:2][CH3:3].[C:14]1([N:20]2[CH2:25][CH2:24][O:23][CH2:22][CH2:21]2)[CH:19]=[CH:18][CH:17]=[CH:16][CH:15]=1.[N:27]1[C:32]([CH3:33])=[CH:31][CH:30]=[CH:29][C:28]=1[CH3:34].[NH3:35].[BH3:1]. (5) Given the reactants [Br:1][CH2:2][C:3]1[CH:11]=[CH:10][C:6]([C:7](O)=[O:8])=[CH:5][C:4]=1[C:12]([F:15])([F:14])[F:13].C(Cl)(=O)C([Cl:19])=O, predict the reaction product. The product is: [Br:1][CH2:2][C:3]1[CH:11]=[CH:10][C:6]([C:7]([Cl:19])=[O:8])=[CH:5][C:4]=1[C:12]([F:15])([F:14])[F:13]. (6) The product is: [CH3:42][O:5][C:3]([C@@H:2]1[CH2:26][CH2:27][CH2:28][CH2:23][N:24]1[C:29]([C:31]1[C:40]2[C:35](=[CH:36][CH:37]=[CH:38][CH:39]=2)[CH:34]=[CH:33][N:32]=1)=[O:30])=[O:4]. Given the reactants F[C:2](F)(F)[C:3]([OH:5])=[O:4].C(OC(=O)CC(NC([CH:23]1[CH2:28][CH2:27][CH2:26]C[N:24]1[C:29]([C:31]1[C:40]2[C:35](=[CH:36][CH:37]=[CH:38][CH:39]=2)[CH:34]=[CH:33][N:32]=1)=[O:30])=O)C(=O)CF)(C)(C)C.[CH2:42](Cl)Cl, predict the reaction product. (7) The product is: [Cl:1][C:2]1[N:11]([C:12]2[CH:17]=[CH:16][CH:15]=[C:14]([N+:18]([O-:20])=[O:19])[CH:13]=2)[C:5]2[N:6]=[CH:7][N:8]=[C:9]([NH2:10])[C:4]=2[C:3]=1[C:26]1[CH:27]=[CH:28][C:23]([Cl:22])=[CH:24][CH:25]=1. Given the reactants [Cl:1][C:2]1[N:11]([C:12]2[CH:17]=[CH:16][CH:15]=[C:14]([N+:18]([O-:20])=[O:19])[CH:13]=2)[C:5]2[N:6]=[CH:7][N:8]=[C:9]([NH2:10])[C:4]=2[C:3]=1I.[Cl:22][C:23]1[CH:28]=[CH:27][C:26](B(O)O)=[CH:25][CH:24]=1.C([O-])([O-])=O.[Na+].[Na+].N#N, predict the reaction product.